From a dataset of Full USPTO retrosynthesis dataset with 1.9M reactions from patents (1976-2016). Predict the reactants needed to synthesize the given product. (1) Given the product [C:17]([O:21][C:22]([N:24]1[CH2:29][CH2:28][CH:27]([N:30]([C:13]([C:11]2[O:10][N:9]=[C:8]([C:5]3[CH:6]=[CH:7][C:2]([Br:1])=[CH:3][C:4]=3[F:16])[N:12]=2)=[O:15])[CH:31]2[CH2:32][CH2:33]2)[CH2:26][CH2:25]1)=[O:23])([CH3:20])([CH3:18])[CH3:19], predict the reactants needed to synthesize it. The reactants are: [Br:1][C:2]1[CH:7]=[CH:6][C:5]([C:8]2[N:12]=[C:11]([C:13]([OH:15])=O)[O:10][N:9]=2)=[C:4]([F:16])[CH:3]=1.[C:17]([O:21][C:22]([N:24]1[CH2:29][CH2:28][CH:27]([NH:30][CH:31]2[CH2:33][CH2:32]2)[CH2:26][CH2:25]1)=[O:23])([CH3:20])([CH3:19])[CH3:18]. (2) Given the product [C:1]([O:5][C:6]([N:8]1[CH2:13][C@@H:12]([CH3:14])[N:11]([C:15]2[CH:16]=[C:17]3[C:26](=[CH:27][C:28]=2[C:29]2[CH:34]=[CH:33][CH:32]=[CH:31][C:30]=2[F:35])[O:25][CH2:24][C:23]2[N:18]3[CH:19]([CH3:45])[C:20](=[O:44])[NH:21][N:22]=2)[CH2:10][C@@H:9]1[CH3:46])=[O:7])([CH3:2])([CH3:3])[CH3:4], predict the reactants needed to synthesize it. The reactants are: [C:1]([O:5][C:6]([N:8]1[CH2:13][C@@H:12]([CH3:14])[N:11]([C:15]2[CH:16]=[C:17]3[C:26](=[CH:27][C:28]=2[C:29]2[CH:34]=[CH:33][CH:32]=[CH:31][C:30]=2[F:35])[O:25][CH2:24][C:23]2[N:18]3[CH:19]([CH3:45])[C:20](=[O:44])[N:21](COCC[Si](C)(C)C)[N:22]=2)[CH2:10][C@@H:9]1[CH3:46])=[O:7])([CH3:4])([CH3:3])[CH3:2].[F-].C([N+](CCCC)(CCCC)CCCC)CCC. (3) The reactants are: C([N:8]1[CH2:12][CH2:11][CH:10]([C:13]2[N:18]=[CH:17][C:16]([O:19][CH3:20])=[CH:15][N:14]=2)[CH2:9]1)C1C=CC=CC=1.CCN(CC)CC.C(Cl)(=O)OC(Cl)C. Given the product [CH3:20][O:19][C:16]1[CH:17]=[N:18][C:13]([CH:10]2[CH2:11][CH2:12][NH:8][CH2:9]2)=[N:14][CH:15]=1, predict the reactants needed to synthesize it. (4) Given the product [Cl:14][C:15]1[CH:16]=[CH:17][C:18]([CH2:19][CH2:20][NH:21][C:22](=[O:30])[C:23]2[CH:28]=[CH:27][C:26]([O:29][C:2]3[CH:9]=[CH:8][C:5]([CH:6]=[O:7])=[CH:4][C:3]=3[C:10]([F:13])([F:12])[F:11])=[CH:25][CH:24]=2)=[CH:31][CH:32]=1, predict the reactants needed to synthesize it. The reactants are: F[C:2]1[CH:9]=[CH:8][C:5]([CH:6]=[O:7])=[CH:4][C:3]=1[C:10]([F:13])([F:12])[F:11].[Cl:14][C:15]1[CH:32]=[CH:31][C:18]([CH2:19][CH2:20][NH:21][C:22](=[O:30])[C:23]2[CH:28]=[CH:27][C:26]([OH:29])=[CH:25][CH:24]=2)=[CH:17][CH:16]=1.C([O-])([O-])=O.[K+].[K+].